This data is from Catalyst prediction with 721,799 reactions and 888 catalyst types from USPTO. The task is: Predict which catalyst facilitates the given reaction. (1) Reactant: [CH3:1][O:2][C:3]1[CH:4]=[C:5]([NH:11][CH2:12][CH2:13][C:14]2[CH:19]=[CH:18][C:17]([C:20]([F:23])([F:22])[F:21])=[CH:16][CH:15]=2)[CH:6]=[CH:7][C:8]=1[O:9][CH3:10].[C:24]1([CH2:30][C:31](Cl)=[O:32])[CH:29]=[CH:28][CH:27]=[CH:26][CH:25]=1.CCN(CC)CC. Product: [CH3:1][O:2][C:3]1[CH:4]=[C:5]([N:11]([CH2:12][CH2:13][C:14]2[CH:19]=[CH:18][C:17]([C:20]([F:22])([F:21])[F:23])=[CH:16][CH:15]=2)[C:31](=[O:32])[CH2:30][C:24]2[CH:29]=[CH:28][CH:27]=[CH:26][CH:25]=2)[CH:6]=[CH:7][C:8]=1[O:9][CH3:10]. The catalyst class is: 2. (2) Product: [CH2:13]([N:20]1[CH2:21][CH2:22][CH:23]([N:26]2[C:30]3[N:31]=[C:32]([C:41]4[CH:46]=[CH:45][C:44]([NH:47][C:5]([NH:52][CH2:51][CH2:50][N:49]([CH3:53])[CH3:48])=[O:11])=[CH:43][CH:42]=4)[N:33]=[C:34]([N:35]4[CH2:40][CH2:39][O:38][CH2:37][CH2:36]4)[C:29]=3[N:28]=[N:27]2)[CH2:24][CH2:25]1)[C:14]1[CH:19]=[CH:18][CH:17]=[CH:16][CH:15]=1. The catalyst class is: 22. Reactant: ClC(Cl)(O[C:5](=[O:11])OC(Cl)(Cl)Cl)Cl.[CH2:13]([N:20]1[CH2:25][CH2:24][CH:23]([N:26]2[C:30]3[N:31]=[C:32]([C:41]4[CH:46]=[CH:45][C:44]([NH2:47])=[CH:43][CH:42]=4)[N:33]=[C:34]([N:35]4[CH2:40][CH2:39][O:38][CH2:37][CH2:36]4)[C:29]=3[N:28]=[N:27]2)[CH2:22][CH2:21]1)[C:14]1[CH:19]=[CH:18][CH:17]=[CH:16][CH:15]=1.[CH3:48][N:49]([CH3:53])[CH2:50][CH2:51][NH2:52].CCN(CC)CC. (3) Reactant: [F:1][C:2]1[CH:7]=[CH:6][CH:5]=[CH:4][C:3]=1[N:8]1[CH2:13][CH2:12][N:11]([CH:14]2[CH2:19][CH:18]=[C:17]([C:20]3[CH:25]=[CH:24][CH:23]=[C:22]([O:26][CH3:27])[CH:21]=3)[CH2:16][CH2:15]2)[CH2:10][CH2:9]1. Product: [F:1][C:2]1[CH:7]=[CH:6][CH:5]=[CH:4][C:3]=1[N:8]1[CH2:13][CH2:12][N:11]([C@H:14]2[CH2:19][CH2:18][C@H:17]([C:20]3[CH:25]=[CH:24][CH:23]=[C:22]([O:26][CH3:27])[CH:21]=3)[CH2:16][CH2:15]2)[CH2:10][CH2:9]1. The catalyst class is: 381. (4) Product: [CH2:13]([O:12][C:10]([NH:1][CH:2]([CH:3]([OH:4])[CH3:5])[C:6]([OH:8])=[O:7])=[O:11])[C:14]1[CH:19]=[CH:18][CH:17]=[CH:16][CH:15]=1. Reactant: [NH2:1][C@@H:2]([C:6]([OH:8])=[O:7])[C@H:3]([CH3:5])[OH:4].Cl[C:10]([O:12][CH2:13][C:14]1[CH:19]=[CH:18][CH:17]=[CH:16][CH:15]=1)=[O:11].Cl. The catalyst class is: 6. (5) The catalyst class is: 31. Reactant: [F:1][C:2]1[CH:7]=[C:6]([S:8]([CH3:11])(=[O:10])=[O:9])[CH:5]=[CH:4][C:3]=1[NH:12][C@H:13]1[CH2:17][CH2:16][N:15]([CH:18]2[CH2:23][CH2:22][NH:21][CH2:20][CH2:19]2)[C:14]1=[O:24].C(N(C(C)C)C(C)C)C.[Cl:34][C:35]1[C:36](Cl)=[N:37][CH:38]=[C:39]([CH:44]=1)[C:40]([O:42][CH3:43])=[O:41]. Product: [Cl:34][C:35]1[C:36]([N:21]2[CH2:22][CH2:23][CH:18]([N:15]3[CH2:16][CH2:17][C@H:13]([NH:12][C:3]4[CH:4]=[CH:5][C:6]([S:8]([CH3:11])(=[O:10])=[O:9])=[CH:7][C:2]=4[F:1])[C:14]3=[O:24])[CH2:19][CH2:20]2)=[N:37][CH:38]=[C:39]([CH:44]=1)[C:40]([O:42][CH3:43])=[O:41].